This data is from Full USPTO retrosynthesis dataset with 1.9M reactions from patents (1976-2016). The task is: Predict the reactants needed to synthesize the given product. (1) The reactants are: [N:1]1([C@@H:7]2[CH2:11][CH2:10][N:9]([C:12]3[S:13][C:14]4[CH:20]=[C:19]([OH:21])[CH:18]=[CH:17][C:15]=4[N:16]=3)[CH2:8]2)[CH2:6][CH2:5][CH2:4][CH2:3][CH2:2]1.Cl[C:23]1[CH:32]=[CH:31][C:26]([C:27]([NH:29][CH3:30])=[O:28])=[CH:25][N:24]=1.C([O-])([O-])=O.[K+].[K+]. Given the product [CH3:30][NH:29][C:27](=[O:28])[C:26]1[CH:31]=[CH:32][C:23]([O:21][C:19]2[CH:18]=[CH:17][C:15]3[N:16]=[C:12]([N:9]4[CH2:10][CH2:11][C@@H:7]([N:1]5[CH2:6][CH2:5][CH2:4][CH2:3][CH2:2]5)[CH2:8]4)[S:13][C:14]=3[CH:20]=2)=[N:24][CH:25]=1, predict the reactants needed to synthesize it. (2) Given the product [C:55]([O:59][C:53]([NH:50][C:26]1[N:27]=[C:15]2[C:14]([N:11]3[CH2:12][CH2:13][N:8]([C:6]([O:5][C:1]([CH3:3])([CH3:2])[CH3:4])=[O:7])[CH2:9][CH2:10]3)=[N:19][CH:18]=[C:17]([C:20]3[S:21][CH:22]=[CH:23][CH:24]=3)[N:16]2[CH:25]=1)=[O:38])([CH3:58])([CH3:57])[CH3:56], predict the reactants needed to synthesize it. The reactants are: [C:1]([O:5][C:6]([N:8]1[CH2:13][CH2:12][N:11]([C:14]2[C:15]3[N:16]([CH:25]=[C:26](C(O)=O)[N:27]=3)[C:17]([C:20]3[S:21][CH:22]=[CH:23][CH:24]=3)=[CH:18][N:19]=2)[CH2:10][CH2:9]1)=[O:7])([CH3:4])([CH3:3])[CH3:2].C1(P(N=[N+]=[N-])(C2C=CC=CC=2)=[O:38])C=CC=CC=1.C([N:50]([CH2:53]C)CC)C.[C:55]([OH:59])([CH3:58])([CH3:57])[CH3:56]. (3) Given the product [CH3:29][C:9]1[CH:8]=[CH:7][C:6]([C:5]2[N:27]([C:24]3[CH:23]=[CH:22][C:21]([S:17]([NH2:18])(=[O:20])=[O:19])=[CH:26][CH:25]=3)[N:28]=[C:3]([C:2]([F:1])([F:14])[F:15])[CH:4]=2)=[CH:11][CH:10]=1, predict the reactants needed to synthesize it. The reactants are: [F:1][C:2]([F:15])([F:14])[C:3](=O)[C:4]#[C:5][C:6]1[CH:11]=[CH:10][CH:9]=[CH:8][C:7]=1C.Cl.[S:17]([C:21]1[CH:26]=[CH:25][C:24]([NH:27][NH2:28])=[CH:23][CH:22]=1)(=[O:20])(=[O:19])[NH2:18].[CH2:29](O)C. (4) Given the product [NH2:4][C:5]1[S:6][C:7]([S:11]([NH:14][C:15]2[N:20]=[C:19]([NH:21][C:22](=[O:28])[O:23][C:24]([CH3:25])([CH3:26])[CH3:27])[CH:18]=[C:17]([CH3:29])[CH:16]=2)(=[O:13])=[O:12])=[C:8]([CH3:10])[N:9]=1, predict the reactants needed to synthesize it. The reactants are: C([NH:4][C:5]1[S:6][C:7]([S:11]([NH:14][C:15]2[N:20]=[C:19]([NH:21][C:22](=[O:28])[O:23][C:24]([CH3:27])([CH3:26])[CH3:25])[CH:18]=[C:17]([CH3:29])[CH:16]=2)(=[O:13])=[O:12])=[C:8]([CH3:10])[N:9]=1)(=O)C.[OH-].[Na+]. (5) Given the product [CH3:21][NH:22][C:30]1[N:31]=[CH:32][C:33]([C:2]2[N:3]=[C:4]([N:15]3[CH2:20][CH2:19][O:18][CH2:17][CH2:16]3)[C:5]3[S:10][C:9]([C:11]([OH:14])([CH3:13])[CH3:12])=[CH:8][C:6]=3[N:7]=2)=[CH:34][CH:35]=1, predict the reactants needed to synthesize it. The reactants are: Cl[C:2]1[N:3]=[C:4]([N:15]2[CH2:20][CH2:19][O:18][CH2:17][CH2:16]2)[C:5]2[S:10][C:9]([C:11]([OH:14])([CH3:13])[CH3:12])=[CH:8][C:6]=2[N:7]=1.[CH3:21][N:22]([C:30]1[CH:35]=[CH:34][C:33](B2OC(C)(C)C(C)(C)O2)=[CH:32][N:31]=1)C(=O)OC(C)(C)C. (6) The reactants are: CN(C)[C:3](=O)[CH2:4][NH:5][C@:6]12[CH2:40][CH2:39][C@@H:38]([C:41]([CH3:43])=[CH2:42])[C@@H:7]1[C@@H:8]1[C@@:21]([CH3:24])([CH2:22][CH2:23]2)[C@@:20]2([CH3:25])[C@@H:11]([C@:12]3([CH3:37])[C@@H:17]([CH2:18][CH2:19]2)[C:16]([CH3:27])([CH3:26])[C:15]([C:28]2[CH:36]=[CH:35][C:31]([C:32]([OH:34])=[O:33])=[CH:30][CH:29]=2)=[CH:14][CH2:13]3)[CH2:10][CH2:9]1.Cl.ClCC[CH2:50][N:51]([CH3:53])[CH3:52]. Given the product [CH3:50][N:51]([CH3:53])[CH2:52][CH2:3][CH2:4][NH:5][C@:6]12[CH2:40][CH2:39][C@@H:38]([C:41]([CH3:43])=[CH2:42])[C@@H:7]1[C@@H:8]1[C@@:21]([CH3:24])([CH2:22][CH2:23]2)[C@@:20]2([CH3:25])[C@@H:11]([C@:12]3([CH3:37])[C@@H:17]([CH2:18][CH2:19]2)[C:16]([CH3:27])([CH3:26])[C:15]([C:28]2[CH:36]=[CH:35][C:31]([C:32]([OH:34])=[O:33])=[CH:30][CH:29]=2)=[CH:14][CH2:13]3)[CH2:10][CH2:9]1, predict the reactants needed to synthesize it. (7) Given the product [C:12]([O:11][C:9](=[O:10])[NH:20][C:19]1[C:21]([CH2:26][CH3:27])=[CH:22][C:23]([Br:25])=[CH:24][C:18]=1[CH2:16][CH3:17])([CH3:13])([CH3:14])[CH3:15], predict the reactants needed to synthesize it. The reactants are: [C:9](O[C:9]([O:11][C:12]([CH3:15])([CH3:14])[CH3:13])=[O:10])([O:11][C:12]([CH3:15])([CH3:14])[CH3:13])=[O:10].[CH2:16]([C:18]1[CH:24]=[C:23]([Br:25])[CH:22]=[C:21]([CH2:26][CH3:27])[C:19]=1[NH2:20])[CH3:17].